This data is from Forward reaction prediction with 1.9M reactions from USPTO patents (1976-2016). The task is: Predict the product of the given reaction. Given the reactants Br[C:2]1[CH:7]=[CH:6][CH:5]=[C:4]([Cl:8])[C:3]=1[Cl:9].[NH:10]1[CH2:16][CH2:15][CH2:14][NH:13][CH2:12][CH2:11]1, predict the reaction product. The product is: [Cl:9][C:3]1[C:4]([Cl:8])=[CH:5][CH:6]=[CH:7][C:2]=1[N:10]1[CH2:16][CH2:15][CH2:14][NH:13][CH2:12][CH2:11]1.